Dataset: Peptide-MHC class II binding affinity with 134,281 pairs from IEDB. Task: Regression. Given a peptide amino acid sequence and an MHC pseudo amino acid sequence, predict their binding affinity value. This is MHC class II binding data. The peptide sequence is ELNNALQNLARTISE. The MHC is DRB1_1302 with pseudo-sequence DRB1_1302. The binding affinity (normalized) is 0.842.